From a dataset of NCI-60 drug combinations with 297,098 pairs across 59 cell lines. Regression. Given two drug SMILES strings and cell line genomic features, predict the synergy score measuring deviation from expected non-interaction effect. (1) Drug 1: CCC1=CC2CC(C3=C(CN(C2)C1)C4=CC=CC=C4N3)(C5=C(C=C6C(=C5)C78CCN9C7C(C=CC9)(C(C(C8N6C)(C(=O)OC)O)OC(=O)C)CC)OC)C(=O)OC.C(C(C(=O)O)O)(C(=O)O)O. Drug 2: CN(CC1=CN=C2C(=N1)C(=NC(=N2)N)N)C3=CC=C(C=C3)C(=O)NC(CCC(=O)O)C(=O)O. Cell line: DU-145. Synergy scores: CSS=70.7, Synergy_ZIP=-0.738, Synergy_Bliss=-1.57, Synergy_Loewe=-5.71, Synergy_HSA=0.904. (2) Drug 1: CS(=O)(=O)C1=CC(=C(C=C1)C(=O)NC2=CC(=C(C=C2)Cl)C3=CC=CC=N3)Cl. Drug 2: CC1C(C(CC(O1)OC2CC(CC3=C2C(=C4C(=C3O)C(=O)C5=CC=CC=C5C4=O)O)(C(=O)C)O)N)O. Cell line: A498. Synergy scores: CSS=72.4, Synergy_ZIP=7.92, Synergy_Bliss=7.75, Synergy_Loewe=11.5, Synergy_HSA=13.2.